This data is from Experimentally validated miRNA-target interactions with 360,000+ pairs, plus equal number of negative samples. The task is: Binary Classification. Given a miRNA mature sequence and a target amino acid sequence, predict their likelihood of interaction. (1) The miRNA is hsa-miR-655-5p with sequence AGAGGUUAUCCGUGUUAUGUUC. The protein sequence of the target gene is MNESKPGDSQNLACVFCRKHDDCPNKYGEKKTKEKWNLTVHYYCLLMSSGIWQRGKEEEGVYGFLIEDIRKEVNRASKLKCCVCKKNGASIGCVAPRCKRSYHFPCGLQRECIFQFTGNFASFCWDHRPVQIITSNNYRESLPCTICLEFIEPIPSYNILRSPCCKNAWFHRDCLQVQAINAGVFFFRCTICNNSDIFQKEMLRMGIHIPEKDASWELEENAYQELLQHYERCDVRRCRCKEGRDYNAPDSKWEIKRCQCCGSSGTHLACSSLRSWEQNWECLECRGIIYNSGEFQKAKK.... Result: 0 (no interaction). (2) The miRNA is hsa-miR-145-3p with sequence GGAUUCCUGGAAAUACUGUUCU. The protein sequence of the target gene is MNVDHEVNLLVEEIHRLGSKNADGKLSVKFGVLFRDDKCANLFEALVGTLKAAKRRKIVTYPGELLLQGVHDDVDIILLQD. Result: 1 (interaction).